From a dataset of Forward reaction prediction with 1.9M reactions from USPTO patents (1976-2016). Predict the product of the given reaction. The product is: [CH3:1][O:2][C:3]1[CH:12]=[CH:11][CH:10]=[C:9]([C:23]2[N:28]=[CH:27][CH:26]=[CH:25][N:24]=2)[C:4]=1[C:5]([O:7][CH3:8])=[O:6]. Given the reactants [CH3:1][O:2][C:3]1[CH:12]=[CH:11][CH:10]=[C:9](B2OC(C)(C)C(C)(C)O2)[C:4]=1[C:5]([O:7][CH3:8])=[O:6].Br[C:23]1[N:28]=[CH:27][CH:26]=[CH:25][N:24]=1.C([O-])([O-])=O.[Na+].[Na+].O, predict the reaction product.